From a dataset of Reaction yield outcomes from USPTO patents with 853,638 reactions. Predict the reaction yield, written as a fraction of the theoretical maximum amount of product (1.0 means a 100% yield; for example, 0.34 means a 34% yield). (1) The reactants are [O-]P([O-])([O-])=O.[K+].[K+].[K+].[CH2:9]([NH2:16])[C:10]1[CH:15]=[CH:14][CH:13]=[CH:12][CH:11]=1.I[C:18]1[CH:19]=[C:20]([O:24][CH3:25])[CH:21]=[CH:22][CH:23]=1.C(O)CO. The catalyst is [Cu]I.CCCCCC.C(OCC)(=O)C.CC(O)C. The product is [CH3:25][O:24][C:20]1[CH:19]=[C:18]([NH:16][CH2:9][C:10]2[CH:15]=[CH:14][CH:13]=[CH:12][CH:11]=2)[CH:23]=[CH:22][CH:21]=1. The yield is 0.800. (2) The reactants are [O:1]1[C:5]2[CH:6]=[CH:7][CH:8]=[CH:9][C:4]=2[N:3]=[C:2]1[C:10]1[CH:11]=[C:12]([NH2:21])[CH:13]=[CH:14][C:15]=1[O:16][C:17]([F:20])([F:19])[F:18].Cl.Cl[C:24](OC(Cl)(Cl)Cl)=[O:25]. The catalyst is C1(C)C=CC=CC=1.C(OCC)(=O)C. The product is [N:21]([C:12]1[CH:13]=[CH:14][C:15]([O:16][C:17]([F:19])([F:18])[F:20])=[C:10]([C:2]2[O:1][C:5]3[CH:6]=[CH:7][CH:8]=[CH:9][C:4]=3[N:3]=2)[CH:11]=1)=[C:24]=[O:25]. The yield is 0.700.